From a dataset of Forward reaction prediction with 1.9M reactions from USPTO patents (1976-2016). Predict the product of the given reaction. Given the reactants CC1(C)C(C)(C)OB([C:9]2[CH:14]=[CH:13][C:12]([C:15]([OH:24])([CH2:22][CH3:23])[CH2:16][N:17]3[CH:21]=[N:20][CH:19]=[N:18]3)=[CH:11][CH:10]=2)O1.[OH-:26].[Na+].OO.[NH4+].[Cl-], predict the reaction product. The product is: [OH:24][C:15]([C:12]1[CH:13]=[CH:14][C:9]([OH:26])=[CH:10][CH:11]=1)([CH2:16][N:17]1[CH:21]=[N:20][CH:19]=[N:18]1)[CH2:22][CH3:23].